This data is from Full USPTO retrosynthesis dataset with 1.9M reactions from patents (1976-2016). The task is: Predict the reactants needed to synthesize the given product. Given the product [C:1]1([S:7]([N:10]2[C:14]3=[N:15][CH:16]=[CH:17][CH:18]=[C:13]3[CH:12]=[C:11]2[C:19]([C:42]2[CH:41]=[N:40][C:39]([O:38][CH3:37])=[CH:44][CH:43]=2)=[CH:20][CH:21]2[CH2:25][CH2:24][CH2:23][CH2:22]2)(=[O:9])=[O:8])[CH:2]=[CH:3][CH:4]=[CH:5][CH:6]=1, predict the reactants needed to synthesize it. The reactants are: [C:1]1([S:7]([N:10]2[C:14]3=[N:15][CH:16]=[CH:17][CH:18]=[C:13]3[CH:12]=[C:11]2[C:19](OS(C2C=CC(C)=CC=2)(=O)=O)=[CH:20][CH:21]2[CH2:25][CH2:24][CH2:23][CH2:22]2)(=[O:9])=[O:8])[CH:6]=[CH:5][CH:4]=[CH:3][CH:2]=1.[CH3:37][O:38][C:39]1[CH:44]=[CH:43][C:42](B(O)O)=[CH:41][N:40]=1.C(=O)([O-])[O-].[Na+].[Na+].